This data is from Forward reaction prediction with 1.9M reactions from USPTO patents (1976-2016). The task is: Predict the product of the given reaction. The product is: [CH2:37]([C:34]1[O:35][CH:36]=[C:32]([C:29]2[CH:28]=[CH:27][C:26]([O:25][C:22]3[CH:21]=[CH:20][C:19]([CH:17]([OH:18])[CH2:16][C:5]([NH:4][C:1](=[O:3])[CH3:2])([CH2:11][OH:12])[CH2:6][OH:7])=[CH:24][CH:23]=3)=[CH:31][CH:30]=2)[N:33]=1)[CH3:38]. Given the reactants [C:1]([NH:4][C:5]([CH2:16][C:17]([C:19]1[CH:24]=[CH:23][C:22]([O:25][C:26]2[CH:31]=[CH:30][C:29]([C:32]3[N:33]=[C:34]([CH2:37][CH3:38])[O:35][CH:36]=3)=[CH:28][CH:27]=2)=[CH:21][CH:20]=1)=[O:18])([C:11](OCC)=[O:12])[C:6](OCC)=[O:7])(=[O:3])[CH3:2].OP([O-])([O-])=O.[K+].[K+].[BH4-].[Na+].[OH-].[Na+], predict the reaction product.